Dataset: Catalyst prediction with 721,799 reactions and 888 catalyst types from USPTO. Task: Predict which catalyst facilitates the given reaction. (1) The catalyst class is: 3. Product: [CH2:1]([N:3]([CH3:19])[CH:4]=[N:5][C:6]1[CH:18]=[CH:17][C:9]2[N:10]([CH2:30][C:29](=[N:28][O:27][CH3:26])[CH2:32][O:33][C:34]3[CH:39]=[CH:38][CH:37]=[C:36]([C:40]([F:42])([F:43])[F:41])[CH:35]=3)[C:11]([C:13]([F:16])([F:15])[F:14])=[N:12][C:8]=2[CH:7]=1)[CH3:2].[CH2:1]([N:3]([CH3:19])[CH:4]=[N:5][C:6]1[CH:18]=[CH:17][C:9]2[N:10]=[C:11]([C:13]([F:16])([F:15])[F:14])[N:12]([CH2:30][C:29](=[N:28][O:27][CH3:26])[CH2:32][O:33][C:34]3[CH:39]=[CH:38][CH:37]=[C:36]([C:40]([F:42])([F:43])[F:41])[CH:35]=3)[C:8]=2[CH:7]=1)[CH3:2]. Reactant: [CH2:1]([N:3]([CH3:19])[CH:4]=[N:5][C:6]1[CH:18]=[CH:17][C:9]2[NH:10][C:11]([C:13]([F:16])([F:15])[F:14])=[N:12][C:8]=2[CH:7]=1)[CH3:2].C([O-])([O-])=O.[K+].[K+].[CH3:26][O:27][N:28]=[C:29]([CH2:32][O:33][C:34]1[CH:39]=[CH:38][CH:37]=[C:36]([C:40]([F:43])([F:42])[F:41])[CH:35]=1)[CH2:30]Br.O. (2) Reactant: CO.C(=O)([O-])[O-].[Na+].[Na+].Br[C:10]1[CH:11]=[C:12]([F:25])[C:13]([C:16]#[C:17][Si:18]([C:21]([CH3:24])([CH3:23])[CH3:22])([CH3:20])[CH3:19])=[N:14][CH:15]=1.[Cl:26][C:27]1[CH:32]=[CH:31][C:30](OB(O)O)=[CH:29][CH:28]=1. Product: [Si:18]([C:17]#[C:16][C:13]1[C:12]([F:25])=[CH:11][C:10]([C:30]2[CH:31]=[CH:32][C:27]([Cl:26])=[CH:28][CH:29]=2)=[CH:15][N:14]=1)([C:21]([CH3:24])([CH3:23])[CH3:22])([CH3:20])[CH3:19]. The catalyst class is: 12.